Regression. Given two drug SMILES strings and cell line genomic features, predict the synergy score measuring deviation from expected non-interaction effect. From a dataset of NCI-60 drug combinations with 297,098 pairs across 59 cell lines. (1) Drug 1: CC1C(C(CC(O1)OC2CC(CC3=C2C(=C4C(=C3O)C(=O)C5=C(C4=O)C(=CC=C5)OC)O)(C(=O)C)O)N)O.Cl. Drug 2: CC(C1=C(C=CC(=C1Cl)F)Cl)OC2=C(N=CC(=C2)C3=CN(N=C3)C4CCNCC4)N. Cell line: HCT116. Synergy scores: CSS=33.5, Synergy_ZIP=-2.14, Synergy_Bliss=-0.251, Synergy_Loewe=-4.09, Synergy_HSA=0.480. (2) Drug 1: C1CCC(CC1)NC(=O)N(CCCl)N=O. Synergy scores: CSS=11.5, Synergy_ZIP=-1.71, Synergy_Bliss=4.31, Synergy_Loewe=-5.62, Synergy_HSA=0.775. Drug 2: C1CNP(=O)(OC1)N(CCCl)CCCl. Cell line: NCI/ADR-RES. (3) Cell line: MALME-3M. Drug 1: CC1C(C(CC(O1)OC2CC(OC(C2O)C)OC3=CC4=CC5=C(C(=O)C(C(C5)C(C(=O)C(C(C)O)O)OC)OC6CC(C(C(O6)C)O)OC7CC(C(C(O7)C)O)OC8CC(C(C(O8)C)O)(C)O)C(=C4C(=C3C)O)O)O)O. Drug 2: C1CN(CCN1C(=O)CCBr)C(=O)CCBr. Synergy scores: CSS=40.7, Synergy_ZIP=-2.09, Synergy_Bliss=-1.10, Synergy_Loewe=-12.1, Synergy_HSA=-0.288. (4) Cell line: CAKI-1. Drug 2: C1=NNC2=C1C(=O)NC=N2. Synergy scores: CSS=5.52, Synergy_ZIP=9.47, Synergy_Bliss=8.90, Synergy_Loewe=3.97, Synergy_HSA=1.84. Drug 1: CCC1(CC2CC(C3=C(CCN(C2)C1)C4=CC=CC=C4N3)(C5=C(C=C6C(=C5)C78CCN9C7C(C=CC9)(C(C(C8N6C)(C(=O)OC)O)OC(=O)C)CC)OC)C(=O)OC)O.OS(=O)(=O)O. (5) Drug 1: CC1=C2C(C(=O)C3(C(CC4C(C3C(C(C2(C)C)(CC1OC(=O)C(C(C5=CC=CC=C5)NC(=O)OC(C)(C)C)O)O)OC(=O)C6=CC=CC=C6)(CO4)OC(=O)C)OC)C)OC. Drug 2: CCN(CC)CCNC(=O)C1=C(NC(=C1C)C=C2C3=C(C=CC(=C3)F)NC2=O)C. Cell line: U251. Synergy scores: CSS=38.2, Synergy_ZIP=1.40, Synergy_Bliss=-2.13, Synergy_Loewe=-18.5, Synergy_HSA=-1.28. (6) Drug 1: CN1C2=C(C=C(C=C2)N(CCCl)CCCl)N=C1CCCC(=O)O.Cl. Drug 2: C1CCC(C(C1)N)N.C(=O)(C(=O)[O-])[O-].[Pt+4]. Cell line: M14. Synergy scores: CSS=18.9, Synergy_ZIP=-3.46, Synergy_Bliss=0.971, Synergy_Loewe=-18.5, Synergy_HSA=1.34. (7) Drug 1: CNC(=O)C1=CC=CC=C1SC2=CC3=C(C=C2)C(=NN3)C=CC4=CC=CC=N4. Drug 2: C1=CN(C(=O)N=C1N)C2C(C(C(O2)CO)O)O.Cl. Cell line: PC-3. Synergy scores: CSS=27.9, Synergy_ZIP=-4.56, Synergy_Bliss=2.57, Synergy_Loewe=-11.4, Synergy_HSA=0.614. (8) Drug 1: CN(C)N=NC1=C(NC=N1)C(=O)N. Drug 2: CCC1(CC2CC(C3=C(CCN(C2)C1)C4=CC=CC=C4N3)(C5=C(C=C6C(=C5)C78CCN9C7C(C=CC9)(C(C(C8N6C)(C(=O)OC)O)OC(=O)C)CC)OC)C(=O)OC)O.OS(=O)(=O)O. Cell line: DU-145. Synergy scores: CSS=46.0, Synergy_ZIP=4.45, Synergy_Bliss=0.902, Synergy_Loewe=-36.1, Synergy_HSA=-0.0743. (9) Drug 1: CC1C(C(CC(O1)OC2CC(OC(C2O)C)OC3=CC4=CC5=C(C(=O)C(C(C5)C(C(=O)C(C(C)O)O)OC)OC6CC(C(C(O6)C)O)OC7CC(C(C(O7)C)O)OC8CC(C(C(O8)C)O)(C)O)C(=C4C(=C3C)O)O)O)O. Drug 2: CCN(CC)CCCC(C)NC1=C2C=C(C=CC2=NC3=C1C=CC(=C3)Cl)OC. Cell line: CCRF-CEM. Synergy scores: CSS=46.7, Synergy_ZIP=0.105, Synergy_Bliss=-0.0677, Synergy_Loewe=-1.24, Synergy_HSA=-0.639. (10) Drug 1: CC1=C2C(C(=O)C3(C(CC4C(C3C(C(C2(C)C)(CC1OC(=O)C(C(C5=CC=CC=C5)NC(=O)OC(C)(C)C)O)O)OC(=O)C6=CC=CC=C6)(CO4)OC(=O)C)OC)C)OC. Drug 2: C1CC(C1)(C(=O)O)C(=O)O.[NH2-].[NH2-].[Pt+2]. Cell line: HOP-92. Synergy scores: CSS=57.3, Synergy_ZIP=0.676, Synergy_Bliss=0.551, Synergy_Loewe=5.20, Synergy_HSA=6.19.